Dataset: Full USPTO retrosynthesis dataset with 1.9M reactions from patents (1976-2016). Task: Predict the reactants needed to synthesize the given product. (1) The reactants are: C([O-])(=[O:3])C.[Na+].C(=O)(O)[O-].[Na+].[C:11]([O:15][C:16]([N:18]1[CH2:23][CH2:22][N:21]([C:24]2[N:32]=[CH:31][N:30]=[C:29]3[C:25]=2[N:26]=[C:27](Cl)[N:28]3[CH3:33])[CH2:20][CH2:19]1)=[O:17])([CH3:14])([CH3:13])[CH3:12]. Given the product [C:11]([O:15][C:16]([N:18]1[CH2:23][CH2:22][N:21]([C:24]2[N:32]=[CH:31][N:30]=[C:29]3[C:25]=2[NH:26][C:27](=[O:3])[N:28]3[CH3:33])[CH2:20][CH2:19]1)=[O:17])([CH3:14])([CH3:13])[CH3:12], predict the reactants needed to synthesize it. (2) Given the product [CH3:20][C:5]12[CH2:6][N:7]([C:10]([O:12][CH2:13][C:14]3[CH:19]=[CH:18][CH:17]=[CH:16][CH:15]=3)=[O:11])[CH2:8][CH2:9][N:4]1[CH2:3][CH:2]([C:23]1[CH:24]=[C:25]3[C:30](=[CH:31][CH:32]=1)[C:29](=[O:33])[O:28][C@@H:27]([CH3:34])[CH2:26]3)[O:22][CH2:21]2, predict the reactants needed to synthesize it. The reactants are: O[CH:2]([C:23]1[CH:24]=[C:25]2[C:30](=[CH:31][CH:32]=1)[C:29](=[O:33])[O:28][C@@H:27]([CH3:34])[CH2:26]2)[CH2:3][N:4]1[CH2:9][CH2:8][N:7]([C:10]([O:12][CH2:13][C:14]2[CH:19]=[CH:18][CH:17]=[CH:16][CH:15]=2)=[O:11])[CH2:6][C:5]1([CH2:21][OH:22])[CH3:20].C(C=P(CCCC)(CCCC)CCCC)#N. (3) Given the product [CH3:29][O:28][C:24](=[O:27])/[CH:25]=[CH:26]/[C:17]1[CH:18]=[C:19]2[C:14](=[CH:15][CH:16]=1)[O:13][C:10]1([CH2:11][CH2:12][N:7]([C:1]3[CH:6]=[CH:5][CH:4]=[CH:3][CH:2]=3)[CH2:8][CH2:9]1)[CH2:21][C:20]2=[O:22], predict the reactants needed to synthesize it. The reactants are: [C:1]1([N:7]2[CH2:12][CH2:11][C:10]3([CH2:21][C:20](=[O:22])[C:19]4[C:14](=[CH:15][CH:16]=[C:17](Br)[CH:18]=4)[O:13]3)[CH2:9][CH2:8]2)[CH:6]=[CH:5][CH:4]=[CH:3][CH:2]=1.[C:24]([O:28][CH3:29])(=[O:27])[CH:25]=[CH2:26].COC(=O)/C=C/C1C=C2C(=CC=1)OC1(CCN(C(OC(C)(C)C)=O)CC1)CC2=O. (4) Given the product [NH2:14][C:13]1[C:9]2[C:8](=[O:15])[N:7]([C:16]3[CH:21]=[CH:20][CH:19]=[CH:18][C:17]=3[Cl:22])[C:6]([CH2:5][OH:23])=[CH:11][C:10]=2[NH:25][N:24]=1, predict the reactants needed to synthesize it. The reactants are: C(O[CH2:5][C:6]1[N:7]([C:16]2[CH:21]=[CH:20][CH:19]=[CH:18][C:17]=2[Cl:22])[C:8](=[O:15])[C:9]([C:13]#[N:14])=[C:10](Cl)[CH:11]=1)(=O)C.[OH2:23].[NH2:24][NH2:25].